From a dataset of Forward reaction prediction with 1.9M reactions from USPTO patents (1976-2016). Predict the product of the given reaction. (1) Given the reactants [OH:1][CH2:2][C:3](=[CH2:8])[C:4]([O:6][CH3:7])=[O:5].[CH2:9](O)[CH:10]=[CH2:11].[CH2:13]1N2CCN(CC2)C1.C(O)(=O)C.C(OC(C)C)(C)C.COC1C=CC(O)=CC=1.CC1(C)N([O])C(C)(C)CC(O)C1.O=O, predict the reaction product. The product is: [CH2:11]([O:1][CH2:2][C:3](=[CH2:8])[C:4]([O:6][CH3:7])=[O:5])[CH:10]=[CH2:9].[CH3:13][O:1][CH2:2][C:3](=[CH2:8])[C:4]([O:6][CH3:7])=[O:5]. (2) Given the reactants [CH3:1][O:2][C:3]1[CH:8]=[CH:7][C:6]([N:9]2[C:17](=[O:18])[C:16]3[C@@H:15]4[C:19]([CH3:21])([CH3:20])[C@@:12]([CH3:22])([CH2:13][CH2:14]4)[C:11]=3[NH:10]2)=[CH:5][CH:4]=1.I[CH2:24][CH3:25], predict the reaction product. The product is: [CH2:24]([N:10]1[C:11]2[C@@:12]3([CH3:22])[C:19]([CH3:21])([CH3:20])[C@H:15]([CH2:14][CH2:13]3)[C:16]=2[C:17](=[O:18])[N:9]1[C:6]1[CH:5]=[CH:4][C:3]([O:2][CH3:1])=[CH:8][CH:7]=1)[CH3:25]. (3) Given the reactants [C:1]([C:3]1([C:13](OC)=[O:14])[CH:10]2[CH2:11][CH:6]3[CH2:7][CH:8]([CH2:12][CH:4]1[CH2:5]3)[CH2:9]2)#[N:2].CO.[BH4-].[Li+], predict the reaction product. The product is: [OH:14][CH2:13][C:3]1([C:1]#[N:2])[CH:4]2[CH2:12][CH:8]3[CH2:7][CH:6]([CH2:11][CH:10]1[CH2:9]3)[CH2:5]2. (4) The product is: [CH:1]([NH:11][C:12]1[C:16]([C:17]([O:19][CH2:20][CH3:21])=[O:18])=[CH:15][N:14]([C:22]2[CH:27]=[CH:26][CH:25]=[CH:24][CH:23]=2)[N:13]=1)=[O:2]. Given the reactants [CH:1](O)=[O:2].C(OC(=O)C)(=O)C.[NH2:11][C:12]1[C:16]([C:17]([O:19][CH2:20][CH3:21])=[O:18])=[CH:15][N:14]([C:22]2[CH:27]=[CH:26][CH:25]=[CH:24][CH:23]=2)[N:13]=1, predict the reaction product. (5) Given the reactants [F:1][C:2]1[CH:7]=[CH:6][C:5]([CH:8]2[N:13]3[N:14]=[C:15]([N:17](C(OC(C)(C)C)=O)C(OC(C)(C)C)=O)[N:16]=[C:12]3[CH2:11][N:10]([S:32]([CH3:35])(=[O:34])=[O:33])[CH2:9]2)=[CH:4][CH:3]=1.C(O)(C(F)(F)F)=O, predict the reaction product. The product is: [F:1][C:2]1[CH:7]=[CH:6][C:5]([CH:8]2[N:13]3[N:14]=[C:15]([NH2:17])[N:16]=[C:12]3[CH2:11][N:10]([S:32]([CH3:35])(=[O:34])=[O:33])[CH2:9]2)=[CH:4][CH:3]=1.